Dataset: Reaction yield outcomes from USPTO patents with 853,638 reactions. Task: Predict the reaction yield, written as a fraction of the theoretical maximum amount of product (1.0 means a 100% yield; for example, 0.34 means a 34% yield). The yield is 0.620. The reactants are [Br:1][C:2]1[CH:3]=[C:4]([N+:9]([O-])=O)[C:5]([CH3:8])=[N:6][CH:7]=1.O.O.[Sn](Cl)Cl. The product is [Br:1][C:2]1[CH:3]=[C:4]([NH2:9])[C:5]([CH3:8])=[N:6][CH:7]=1. The catalyst is C(OCC)(=O)C.